Predict the reactants needed to synthesize the given product. From a dataset of Full USPTO retrosynthesis dataset with 1.9M reactions from patents (1976-2016). (1) The reactants are: [CH3:1][C:2]1[C:3]([NH:8][C:9](=O)OC(C)(C)C)=[N:4][CH:5]=[CH:6][CH:7]=1.[CH2:16]([Li])[CH2:17][CH2:18]C.CN(OC)C(=O)C(C)C.Cl. Given the product [CH3:16][CH:17]([C:9]1[NH:8][C:3]2=[N:4][CH:5]=[CH:6][CH:7]=[C:2]2[CH:1]=1)[CH3:18], predict the reactants needed to synthesize it. (2) Given the product [CH3:14][O:15][C:16](=[O:25])[C:17]1[CH:22]=[CH:21][C:20]([CH:23]([OH:24])[C:2]2[CH:7]=[CH:6][C:5]([CH3:8])=[CH:4][N:3]=2)=[CH:19][CH:18]=1, predict the reactants needed to synthesize it. The reactants are: Br[C:2]1[CH:7]=[CH:6][C:5]([CH3:8])=[CH:4][N:3]=1.C([Li])(CC)C.[CH3:14][O:15][C:16](=[O:25])[C:17]1[CH:22]=[CH:21][C:20]([CH:23]=[O:24])=[CH:19][CH:18]=1.C(OCC)C.C1COCC1.